From a dataset of Peptide-MHC class II binding affinity with 134,281 pairs from IEDB. Regression. Given a peptide amino acid sequence and an MHC pseudo amino acid sequence, predict their binding affinity value. This is MHC class II binding data. (1) The peptide sequence is YPEDPVKLASIVKAS. The MHC is DRB1_0701 with pseudo-sequence DRB1_0701. The binding affinity (normalized) is 0.338. (2) The peptide sequence is IHKASTVLAFPAGVC. The MHC is DRB4_0101 with pseudo-sequence DRB4_0103. The binding affinity (normalized) is 0.290.